Dataset: Full USPTO retrosynthesis dataset with 1.9M reactions from patents (1976-2016). Task: Predict the reactants needed to synthesize the given product. (1) Given the product [Cl:21][C:18]1[N:17]=[C:16]([OH:22])[C:15]([NH:14][S:10]([CH2:9][C:4]2[CH:5]=[N:6][C:7]([Cl:8])=[C:2]([Cl:1])[CH:3]=2)(=[O:12])=[O:11])=[CH:20][CH:19]=1, predict the reactants needed to synthesize it. The reactants are: [Cl:1][C:2]1[CH:3]=[C:4]([CH2:9][S:10](Cl)(=[O:12])=[O:11])[CH:5]=[N:6][C:7]=1[Cl:8].[NH2:14][C:15]1[C:16]([O:22]C)=[N:17][C:18]([Cl:21])=[CH:19][CH:20]=1.[OH-].[Na+]. (2) The reactants are: [C:1]([O:5][C:6](=[O:27])[NH:7][C:8]1[S:9][C:10]([C:13]2[CH:18]=[CH:17][N:16]=[C:15]([NH:19][C:20]3[CH:21]=[C:22]([CH3:26])[CH:23]=[CH:24][CH:25]=3)[N:14]=2)=[CH:11][CH:12]=1)([CH3:4])([CH3:3])[CH3:2].[H-].[Na+].Cl[CH2:31][C:32](=[O:34])[CH3:33]. Given the product [C:1]([O:5][C:6](=[O:27])[N:7]([CH2:31][C:32](=[O:34])[CH3:33])[C:8]1[S:9][C:10]([C:13]2[CH:18]=[CH:17][N:16]=[C:15]([NH:19][C:20]3[CH:21]=[C:22]([CH3:26])[CH:23]=[CH:24][CH:25]=3)[N:14]=2)=[CH:11][CH:12]=1)([CH3:4])([CH3:3])[CH3:2], predict the reactants needed to synthesize it. (3) Given the product [CH3:53][S:50]([CH2:49][CH2:48][NH:47][C:40]([CH:37]1[CH2:38][CH2:39][N:34]([C:32]([N:12]2[C@@:13]([C:25]3[CH:30]=[CH:29][C:28]([Cl:31])=[CH:27][CH:26]=3)([CH3:24])[C@@:14]([C:17]3[CH:22]=[CH:21][C:20]([Cl:23])=[CH:19][CH:18]=3)([CH3:16])[N:15]=[C:11]2[C:8]2[CH:9]=[N:10][C:5]([C:1]([CH3:2])([CH3:4])[CH3:3])=[CH:6][C:7]=2[O:43][CH2:44][CH3:45])=[O:33])[CH2:35][CH2:36]1)=[O:42])(=[O:52])=[O:51], predict the reactants needed to synthesize it. The reactants are: [C:1]([C:5]1[N:10]=[CH:9][C:8]([C:11]2[N:12]([C:32]([N:34]3[CH2:39][CH2:38][CH:37]([C:40]([OH:42])=O)[CH2:36][CH2:35]3)=[O:33])[C@@:13]([C:25]3[CH:30]=[CH:29][C:28]([Cl:31])=[CH:27][CH:26]=3)([CH3:24])[C@@:14]([C:17]3[CH:22]=[CH:21][C:20]([Cl:23])=[CH:19][CH:18]=3)([CH3:16])[N:15]=2)=[C:7]([O:43][CH2:44][CH3:45])[CH:6]=1)([CH3:4])([CH3:3])[CH3:2].Cl.[NH2:47][CH2:48][CH2:49][S:50]([CH3:53])(=[O:52])=[O:51].